From a dataset of Full USPTO retrosynthesis dataset with 1.9M reactions from patents (1976-2016). Predict the reactants needed to synthesize the given product. (1) Given the product [Br:1][C:2]1[CH:9]=[C:6]([NH:7][CH3:8])[C:5]([NH2:10])=[CH:4][CH:3]=1, predict the reactants needed to synthesize it. The reactants are: [Br:1][C:2]1[CH:3]=[CH:4][C:5]([N+:10]([O-])=O)=[C:6]([CH:9]=1)[NH:7][CH3:8].O.NN. (2) Given the product [ClH:51].[ClH:1].[Cl:51][C:48]1[CH:49]=[CH:50][C:44]2[O:43][C:42]([C:39]3[CH:38]=[CH:37][C:36]([CH2:35][O:34][C:28]4[CH:29]=[CH:30][C:31]([F:33])=[CH:32][C:27]=4[CH2:26][CH2:25][NH:9][CH:10]4[CH2:19][CH2:18][CH2:17][C:16]5[N:15]=[C:14]([C:20]([O:22][CH2:23][CH3:24])=[O:21])[CH:13]=[CH:12][C:11]4=5)=[CH:41][CH:40]=3)=[N:46][C:45]=2[CH:47]=1, predict the reactants needed to synthesize it. The reactants are: [ClH:1].C(OC([N:9]([CH2:25][CH2:26][C:27]1[CH:32]=[C:31]([F:33])[CH:30]=[CH:29][C:28]=1[O:34][CH2:35][C:36]1[CH:41]=[CH:40][C:39]([C:42]2[O:43][C:44]3[CH:50]=[CH:49][C:48]([Cl:51])=[CH:47][C:45]=3[N:46]=2)=[CH:38][CH:37]=1)[CH:10]1[CH2:19][CH2:18][CH2:17][C:16]2[N:15]=[C:14]([C:20]([O:22][CH2:23][CH3:24])=[O:21])[CH:13]=[CH:12][C:11]1=2)=O)(C)(C)C. (3) Given the product [CH2:52]([O:51][C:49]([CH2:48][CH2:47][CH2:46][NH:1][C@H:2]([C:33]1[CH:38]=[CH:37][CH:36]=[CH:35][CH:34]=1)[CH2:3][N:4]1[C:9](=[O:10])[C:8]([C:11]2[CH:16]=[CH:15][CH:14]=[C:13]([O:17][CH3:18])[C:12]=2[Cl:19])=[CH:7][N:6]([CH2:20][C:21]2[C:26]([C:27]([F:28])([F:30])[F:29])=[CH:25][CH:24]=[CH:23][C:22]=2[F:31])[C:5]1=[O:32])=[O:50])[CH3:53], predict the reactants needed to synthesize it. The reactants are: [NH2:1][C@H:2]([C:33]1[CH:38]=[CH:37][CH:36]=[CH:35][CH:34]=1)[CH2:3][N:4]1[C:9](=[O:10])[C:8]([C:11]2[CH:16]=[CH:15][CH:14]=[C:13]([O:17][CH3:18])[C:12]=2[Cl:19])=[CH:7][N:6]([CH2:20][C:21]2[C:26]([C:27]([F:30])([F:29])[F:28])=[CH:25][CH:24]=[CH:23][C:22]=2[F:31])[C:5]1=[O:32].C([O-])([O-])=O.[Na+].[Na+].Br[CH2:46][CH2:47][CH2:48][C:49]([O:51][CH2:52][CH3:53])=[O:50]. (4) Given the product [Cl:3][CH2:15][C:13]1[CH:12]=[CH:11][C:9]2[O:10][C:6]([F:17])([F:5])[O:7][C:8]=2[CH:14]=1, predict the reactants needed to synthesize it. The reactants are: S(Cl)([Cl:3])=O.[F:5][C:6]1([F:17])[O:10][C:9]2[CH:11]=[CH:12][C:13]([CH2:15]O)=[CH:14][C:8]=2[O:7]1.